Dataset: Forward reaction prediction with 1.9M reactions from USPTO patents (1976-2016). Task: Predict the product of the given reaction. (1) Given the reactants C(OC([N:8]1[CH2:14][CH2:13][C:12]2[C:15](SC(=O)N(C)C)=[C:16](Cl)[CH:17]=[CH:18][C:11]=2[CH2:10][CH2:9]1)=O)(C)(C)C.BrCC1N=NC(Cl)=CC=1, predict the reaction product. The product is: [CH2:13]1[C:12]2[CH:15]=[CH:16][CH:17]=[CH:18][C:11]=2[CH:10]=[CH:9][N:8]=[CH:14]1. (2) Given the reactants [CH2:1]([O:8][C:9]1[CH:14]=[C:13]([N+:15]([O-:17])=[O:16])[CH:12]=[CH:11][C:10]=1F)[C:2]1[CH:7]=[CH:6][CH:5]=[CH:4][CH:3]=1.[CH3:19][O:20][CH2:21][CH2:22][OH:23].C([O-])([O-])=O.[Cs+].[Cs+].CCCCCC.C(OCC)(=O)C, predict the reaction product. The product is: [CH2:1]([O:8][C:9]1[CH:14]=[C:13]([N+:15]([O-:17])=[O:16])[CH:12]=[CH:11][C:10]=1[O:23][CH2:22][CH2:21][O:20][CH3:19])[C:2]1[CH:7]=[CH:6][CH:5]=[CH:4][CH:3]=1. (3) Given the reactants [Br:1][C:2]1[CH:7]=[CH:6][C:5]([CH:8]([O:22]C(=O)C)[C:9](=[O:21])[NH:10][C:11]2[CH:16]=[CH:15][C:14]([C:17]([F:20])([F:19])[F:18])=[CH:13][CH:12]=2)=[CH:4][CH:3]=1, predict the reaction product. The product is: [Br:1][C:2]1[CH:3]=[CH:4][C:5]([CH:8]([OH:22])[C:9]([NH:10][C:11]2[CH:16]=[CH:15][C:14]([C:17]([F:19])([F:20])[F:18])=[CH:13][CH:12]=2)=[O:21])=[CH:6][CH:7]=1. (4) Given the reactants [CH2:1]([N:8]1[CH2:13][CH2:12][C:11]([C:15]2[CH:20]=[CH:19][CH:18]=[C:17]([O:21][CH3:22])[CH:16]=2)(O)[CH2:10][CH2:9]1)[C:2]1[CH:7]=[CH:6][CH:5]=[CH:4][CH:3]=1.[C:23]1([OH:29])[CH:28]=[CH:27][CH:26]=[CH:25][CH:24]=1.[Al+3].[Cl-].[Cl-].[Cl-], predict the reaction product. The product is: [CH2:1]([N:8]1[CH2:13][CH2:12][C:11]([C:26]2[CH:27]=[CH:28][C:23]([OH:29])=[CH:24][CH:25]=2)([C:15]2[CH:20]=[CH:19][CH:18]=[C:17]([O:21][CH3:22])[CH:16]=2)[CH2:10][CH2:9]1)[C:2]1[CH:7]=[CH:6][CH:5]=[CH:4][CH:3]=1. (5) Given the reactants [CH2:1](I)[CH3:2].[CH2:4]([O:11][C:12]1[CH:20]=[CH:19][C:15]([C:16]([OH:18])=[O:17])=[C:14]([CH2:21][CH3:22])[CH:13]=1)[C:5]1[CH:10]=[CH:9][CH:8]=[CH:7][CH:6]=1.C(=O)([O-])[O-].[K+].[K+].O, predict the reaction product. The product is: [CH2:4]([O:11][C:12]1[CH:20]=[CH:19][C:15]([C:16]([O:18][CH2:1][CH3:2])=[O:17])=[C:14]([CH2:21][CH3:22])[CH:13]=1)[C:5]1[CH:6]=[CH:7][CH:8]=[CH:9][CH:10]=1.